This data is from Catalyst prediction with 721,799 reactions and 888 catalyst types from USPTO. The task is: Predict which catalyst facilitates the given reaction. (1) Reactant: [NH2:1][C:2]1[C:3]([F:22])=[C:4]([C:8]2[C:9]3[C:16]([C:17]([O:19][CH2:20][CH3:21])=[O:18])=[CH:15][NH:14][C:10]=3[N:11]=[CH:12][N:13]=2)[CH:5]=[CH:6][CH:7]=1.CCN(C(C)C)C(C)C.[C:32](Cl)(=[O:36])[C:33]([CH3:35])=[CH2:34]. Product: [F:22][C:3]1[C:2]([NH:1][C:32](=[O:36])[C:33]([CH3:35])=[CH2:34])=[CH:7][CH:6]=[CH:5][C:4]=1[C:8]1[C:9]2[C:16]([C:17]([O:19][CH2:20][CH3:21])=[O:18])=[CH:15][NH:14][C:10]=2[N:11]=[CH:12][N:13]=1. The catalyst class is: 1. (2) Reactant: [NH2:1][C:2]1[CH:25]=[CH:24][C:5]([O:6][C:7]2[C:16]3[C:11](=[CH:12][C:13]([O:19][CH2:20][CH2:21][O:22][CH3:23])=[C:14]([C:17]#[N:18])[CH:15]=3)[N:10]=[CH:9][CH:8]=2)=[CH:4][C:3]=1[F:26].[F:27][C:28]1[CH:33]=[C:32]([F:34])[CH:31]=[CH:30][C:29]=1[N:35]=[C:36]=[O:37]. Product: [C:17]([C:14]1[CH:15]=[C:16]2[C:11](=[CH:12][C:13]=1[O:19][CH2:20][CH2:21][O:22][CH3:23])[N:10]=[CH:9][CH:8]=[C:7]2[O:6][C:5]1[CH:24]=[CH:25][C:2]([NH:1][C:36]([NH:35][C:29]2[CH:30]=[CH:31][C:32]([F:34])=[CH:33][C:28]=2[F:27])=[O:37])=[C:3]([F:26])[CH:4]=1)#[N:18]. The catalyst class is: 11. (3) Reactant: [Br:1][C:2]1[CH:3]=[C:4]([NH2:9])[CH:5]=[CH:6][C:7]=1[CH3:8].[F:10][C:11]([F:22])([F:21])[C:12]1[CH:13]=[C:14]([CH:18]=[CH:19][CH:20]=1)[C:15](Cl)=[O:16].C(N(CC)CC)C.C([O-])(O)=O.[Na+]. Product: [Br:1][C:2]1[CH:3]=[C:4]([NH:9][C:15](=[O:16])[C:14]2[CH:18]=[CH:19][CH:20]=[C:12]([C:11]([F:10])([F:21])[F:22])[CH:13]=2)[CH:5]=[CH:6][C:7]=1[CH3:8]. The catalyst class is: 2. (4) Reactant: [Cl:1][C:2]1[S:6][C:5]([C:7]([NH:9][CH2:10][CH2:11][C:12]([OH:14])=O)=[O:8])=[CH:4][CH:3]=1.[CH3:15][O:16][C:17](=[O:32])[C:18]1[CH:23]=[C:22]([N:24]2[CH:29]=[CH:28][CH:27]=[CH:26][C:25]2=[O:30])[CH:21]=[CH:20][C:19]=1[NH2:31].ClP(Cl)(C1C=CC=CC=1)(C1C=CC=CC=1)C1C=CC=CC=1. Product: [CH3:15][O:16][C:17](=[O:32])[C:18]1[CH:23]=[C:22]([N:24]2[CH:29]=[CH:28][CH:27]=[CH:26][C:25]2=[O:30])[CH:21]=[CH:20][C:19]=1[NH:31][C:12](=[O:14])[CH2:11][CH2:10][NH:9][C:7]([C:5]1[S:6][C:2]([Cl:1])=[CH:3][CH:4]=1)=[O:8]. The catalyst class is: 22. (5) Reactant: [C:1]([O:5][C:6](=[O:30])[NH:7][C@@H:8]([CH2:19][C:20]1[C:28]2[C:23](=[CH:24][CH:25]=[C:26]([NH2:29])[CH:27]=2)[NH:22][CH:21]=1)[C:9]([N:11]1[CH2:15][CH:14]([F:16])[CH2:13][C@H:12]1[C:17]#[N:18])=[O:10])([CH3:4])([CH3:3])[CH3:2].C1[CH:39]2[CH:34]3[CH2:35][C:36](C(O)=O)([CH2:40][CH:32]1C3)[CH2:37][CH2:38]2.[OH:44]N1C2C=CC=CC=2N=N1.C(N=C=N[CH2:59][CH2:60][CH2:61]N(C)C)C.C(N(CC)C(C)C)(C)C. Product: [C:1]([O:5][C:6](=[O:30])[NH:7][C@@H:8]([CH2:19][C:20]1[C:28]2[C:23](=[CH:24][CH:25]=[C:26]([NH:29][C:32]([CH:40]3[CH:36]4[CH2:35][CH:61]5[CH2:60][C@@H:59]3[CH2:34][CH:39]5[CH2:38][CH2:37]4)=[O:44])[CH:27]=2)[NH:22][CH:21]=1)[C:9]([N:11]1[CH2:15][CH:14]([F:16])[CH2:13][CH:12]1[C:17]#[N:18])=[O:10])([CH3:4])([CH3:2])[CH3:3]. The catalyst class is: 348. (6) Reactant: Br[CH2:2][C:3]([C:5]12[CH2:14][CH:9]3[CH2:10][CH:11]([CH2:13][CH:7]([CH2:8]3)[CH2:6]1)[CH2:12]2)=[O:4].[SH:15][C:16]1[CH:24]=[CH:23][C:19]([C:20]([OH:22])=[O:21])=[CH:18][N:17]=1.C(N(CC)CC)C.Cl. Product: [C:5]12([C:3](=[O:4])[CH2:2][S:15][C:16]3[CH:24]=[CH:23][C:19]([C:20]([OH:22])=[O:21])=[CH:18][N:17]=3)[CH2:14][CH:9]3[CH2:10][CH:11]([CH2:13][CH:7]([CH2:8]3)[CH2:6]1)[CH2:12]2. The catalyst class is: 47. (7) Reactant: [C:1]1([S:7][C:8]2[CH:9]=[C:10]([CH2:14]O)[CH:11]=[CH:12][CH:13]=2)[CH:6]=[CH:5][CH:4]=[CH:3][CH:2]=1.[C:16]1(=[O:26])[NH:20][C:19](=[O:21])[C:18]2=[CH:22][CH:23]=[CH:24][CH:25]=[C:17]12.CCOC(/N=N/C(OCC)=O)=O.C1(P(C2C=CC=CC=2)C2C=CC=CC=2)C=CC=CC=1. Product: [C:1]1([S:7][C:8]2[CH:9]=[C:10]([CH:11]=[CH:12][CH:13]=2)[CH2:14][N:20]2[C:16](=[O:26])[C:17]3[C:18](=[CH:22][CH:23]=[CH:24][CH:25]=3)[C:19]2=[O:21])[CH:2]=[CH:3][CH:4]=[CH:5][CH:6]=1. The catalyst class is: 30.